Predict the product of the given reaction. From a dataset of Forward reaction prediction with 1.9M reactions from USPTO patents (1976-2016). (1) Given the reactants [CH3:1][C:2]1[CH:3]=[CH:4][N:5]2[C:10]=1[C:9](=[O:11])[N:8]([C:12]1[CH:17]=[CH:16][CH:15]=[CH:14][CH:13]=1)[C:7]([C@@H:18]([NH:20][C:21]1[C:22]3[C:29]([C:30]#[C:31][C:32]4[CH:37]=[CH:36][CH:35]=[CH:34][CH:33]=4)=[CH:28][N:27](COCC[Si](C)(C)C)[C:23]=3[N:24]=[CH:25][N:26]=1)[CH3:19])=[N:6]2.FC(F)(F)C(O)=O.N, predict the reaction product. The product is: [CH3:1][C:2]1[CH:3]=[CH:4][N:5]2[C:10]=1[C:9](=[O:11])[N:8]([C:12]1[CH:13]=[CH:14][CH:15]=[CH:16][CH:17]=1)[C:7]([C@@H:18]([NH:20][C:21]1[C:22]3[C:29]([C:30]#[C:31][C:32]4[CH:37]=[CH:36][CH:35]=[CH:34][CH:33]=4)=[CH:28][NH:27][C:23]=3[N:24]=[CH:25][N:26]=1)[CH3:19])=[N:6]2. (2) Given the reactants [C:1]([O:20][CH2:21][C:22]([NH:24][NH:25][C:26]([NH2:28])=[O:27])=O)([C:14]1[CH:19]=[CH:18][CH:17]=[CH:16][CH:15]=1)([C:8]1[CH:13]=[CH:12][CH:11]=[CH:10][CH:9]=1)[C:2]1[CH:7]=[CH:6][CH:5]=[CH:4][CH:3]=1.[CH2:29](N=C=O)[CH2:30][CH2:31][CH2:32][CH2:33][CH3:34], predict the reaction product. The product is: [CH2:29]([N:28]1[C:26](=[O:27])[NH:25][N:24]=[C:22]1[CH2:21][O:20][C:1]([C:14]1[CH:15]=[CH:16][CH:17]=[CH:18][CH:19]=1)([C:2]1[CH:3]=[CH:4][CH:5]=[CH:6][CH:7]=1)[C:8]1[CH:9]=[CH:10][CH:11]=[CH:12][CH:13]=1)[CH2:30][CH2:31][CH2:32][CH2:33][CH3:34]. (3) Given the reactants [CH:1]([S:3]([C:6]1[CH:7]=[CH:8][C:9]([O:35][CH3:36])=[C:10]([S:12]([NH:15][C:16]2[CH:21]=[CH:20][CH:19]=[CH:18][C:17]=2[NH:22][S:23]([C:26]2[S:30][C:29]3[CH:31]=[CH:32][CH:33]=[CH:34][C:28]=3[CH:27]=2)(=[O:25])=[O:24])(=[O:14])=[O:13])[CH:11]=1)(=[O:5])=[O:4])=[CH2:2].C[N:38]1[CH2:43][CH2:42]N[CH2:40][CH2:39]1, predict the reaction product. The product is: [CH3:36][O:35][C:9]1[CH:8]=[CH:7][C:6]([S:3]([CH2:1][CH2:2][N:38]2[CH2:43][CH2:42][CH2:40][CH2:39]2)(=[O:4])=[O:5])=[CH:11][C:10]=1[S:12]([NH:15][C:16]1[CH:21]=[CH:20][CH:19]=[CH:18][C:17]=1[NH:22][S:23]([C:26]1[S:30][C:29]2[CH:31]=[CH:32][CH:33]=[CH:34][C:28]=2[CH:27]=1)(=[O:25])=[O:24])(=[O:13])=[O:14]. (4) Given the reactants [CH2:1]([C:8]1[CH:16]=[CH:15][C:11]([C:12]([OH:14])=O)=[CH:10][CH:9]=1)[C:2]1[CH:7]=[CH:6][CH:5]=[CH:4][CH:3]=1.ON1C2C=CC=CC=2N=N1.C(N=C=NCCCN(C)C)C.[Si]([O:45][CH2:46][C:47]1[S:51][CH:50]=[C:49]([C:52](=[N:54]O)[NH2:53])[CH:48]=1)(C(C)(C)C)(C)C.[F-].C([N+](CCCC)(CCCC)CCCC)CCC, predict the reaction product. The product is: [CH2:1]([C:8]1[CH:9]=[CH:10][C:11]([C:12]2[O:14][N:54]=[C:52]([C:49]3[CH:48]=[C:47]([CH2:46][OH:45])[S:51][CH:50]=3)[N:53]=2)=[CH:15][CH:16]=1)[C:2]1[CH:3]=[CH:4][CH:5]=[CH:6][CH:7]=1. (5) Given the reactants [F:1][C:2]1[CH:7]=[CH:6][CH:5]=[C:4]([F:8])[C:3]=1[N:9]1[C:14]2[N:15]=[C:16](S(C)(=O)=O)[N:17]=[C:18]([C:19]3[CH:20]=[C:21]([CH:32]=[CH:33][C:34]=3[CH3:35])[C:22]([NH:24][CH2:25][C:26]3[CH:31]=[CH:30][CH:29]=[CH:28][CH:27]=3)=[O:23])[C:13]=2[CH2:12][NH:11][C:10]1=[O:40].[CH3:41][N:42]([CH3:48])[CH2:43][CH2:44][CH2:45][NH:46][CH3:47], predict the reaction product. The product is: [NH4+:9].[OH-:23].[F:1][C:2]1[CH:7]=[CH:6][CH:5]=[C:4]([F:8])[C:3]=1[N:9]1[C:14]2[N:15]=[C:16]([N:46]([CH2:45][CH2:44][CH2:43][N:42]([CH3:48])[CH3:41])[CH3:47])[N:17]=[C:18]([C:19]3[CH:20]=[C:21]([CH:32]=[CH:33][C:34]=3[CH3:35])[C:22]([NH:24][CH2:25][C:26]3[CH:31]=[CH:30][CH:29]=[CH:28][CH:27]=3)=[O:23])[C:13]=2[CH2:12][NH:11][C:10]1=[O:40].